From a dataset of Experimentally validated miRNA-target interactions with 360,000+ pairs, plus equal number of negative samples. Binary Classification. Given a miRNA mature sequence and a target amino acid sequence, predict their likelihood of interaction. (1) The miRNA is hsa-miR-6794-3p with sequence CUCACUCUCAGUCCCUCCCU. The protein sequence of the target gene is MVTLRKRTLKVLTFLVLFIFLTSFFLNYSHTMVATTWFPKQMVLELSENLKRLIKHRPCTCTHCIGQRKLSAWFDERFNQTMQPLLTAQNALLEDDTYRWWLRLQREKKPNNLNDTIKELFRVVPGNVDPMLEKRSVGCRRCAVVGNSGNLRESSYGPEIDSHDFVLRMNKAPTAGFEADVGTKTTHHLVYPESFRELGDNVSMILVPFKTIDLEWVVSAITTGTISHTYIPVPAKIRVKQDKILIYHPAFIKYVFDNWLQGHGRYPSTGILSVIFSMHVCDEVDLYGFGADSKGNWHHY.... Result: 1 (interaction). (2) The miRNA is hsa-miR-548ae-5p with sequence AAAAGUAAUUGUGGUUUUUG. The protein sequence of the target gene is MHWLRKVQGLCTLWGTQMSSRTLYINSRQLVSLQWGHQEVPAKFNFASDVLDHWADMEKAGKRLPSPALWWVNGKGKELMWNFRELSENSQQAANILSGACGLQRGDRVAVMLPRVPEWWLVILGCIRAGLIFMPGTIQMKSTDILYRLQMSKAKAIVAGDEVIQEVDTVASECPSLRIKLLVSEKSCDGWLNFKKLLNEASTTHHCVETGSQEASAIYFTSGTSGLPKMAEHSYSSLGLKAKMDAGWTGLQASDIMWTISDTGWILNILGSLLESWTLGACTFVHLLPKFDPLVILKTL.... Result: 1 (interaction). (3) The miRNA is hsa-miR-193b-3p with sequence AACUGGCCCUCAAAGUCCCGCU. The protein sequence of the target gene is MAADVSVTHRPPLSPKSGAEVEAGDAAERRAPEEELPPLDPEEIRKRLEHTERQFRNRRKILIRGLPGDVTNQEVHDLLSDYELKYCFVDKYKGTAFVTLLNGEQAEAAINAFHQSRLRERELSVQLQPTDALLCVANLPPSLTQQQFEELVRPFGSLERCFLVYSERTGQSKGYGFAEYMKKDSAARAKSDLLGKPLGPRTLYVHWTDAGQLTPALLHSRCLCVDRLPPGFNDVDALCRALSAVHSPTFCQLACGQDGQLKGFAVLEYETAEMAEEAQQQADGLSLGGSHLRVSFCAPG.... Result: 1 (interaction). (4) The miRNA is dre-miR-92a-3p with sequence UAUUGCACUUGUCCCGGCCUGU. The protein sequence of the target gene is MARSNLPLALGLALVAFCLLALPRDARARPQERMVGELRDLSPDDPQVQKAAQAAVASYNMGSNSIYYFRDTHIIKAQSQLVAGIKYFLTMEMGSTDCRKTRVTGDHVDLTTCPLAAGAQQEKLRCDFEVLVVPWQNSSQLLKHNCVQM. Result: 0 (no interaction).